From a dataset of Full USPTO retrosynthesis dataset with 1.9M reactions from patents (1976-2016). Predict the reactants needed to synthesize the given product. (1) Given the product [F:14][C:15]([F:26])([F:25])[C:16]([NH:1][C:2]1[CH:7]=[CH:6][CH:5]=[CH:4][N:3]=1)=[O:17], predict the reactants needed to synthesize it. The reactants are: [NH2:1][C:2]1[CH:7]=[CH:6][CH:5]=[CH:4][N:3]=1.N1C=CC=CC=1.[F:14][C:15]([F:26])([F:25])[C:16](O[C:16](=[O:17])[C:15]([F:26])([F:25])[F:14])=[O:17]. (2) Given the product [CH2:20]([O:19][CH2:18][C:9]1([S:10]([O:13][CH2:14][CH2:15][CH2:16][CH3:17])(=[O:12])=[O:11])[CH2:7][CH2:8]1)[C:21]1[CH:26]=[CH:25][CH:24]=[CH:23][CH:22]=1, predict the reactants needed to synthesize it. The reactants are: [Li]CCCC.Cl[CH2:7][CH2:8][CH2:9][S:10]([O:13][CH2:14][CH2:15][CH2:16][CH3:17])(=[O:12])=[O:11].[CH2:18](Cl)[O:19][CH2:20][C:21]1[CH:26]=[CH:25][CH:24]=[CH:23][CH:22]=1. (3) Given the product [Cl:39][CH:10]([Cl:9])[C:11]([NH:13][C@H:17]([CH2:18][F:19])[C@@H:16]([C:20]1[CH:21]=[CH:22][C:23]([C:26]2[CH:31]=[N:30][C:29]([C:32]3([F:36])[CH2:33][O:34][CH2:35]3)=[CH:28][CH:27]=2)=[CH:24][CH:25]=1)[OH:15])=[O:12], predict the reactants needed to synthesize it. The reactants are: FC(F)(F)C(O)=O.O.[Cl:9][CH:10]([Cl:39])[C:11]([N:13]1[C@H:17]([CH2:18][F:19])[C@@H:16]([C:20]2[CH:25]=[CH:24][C:23]([C:26]3[CH:27]=[CH:28][C:29]([C:32]4([F:36])[CH2:35][O:34][CH2:33]4)=[N:30][CH:31]=3)=[CH:22][CH:21]=2)[O:15]C1(C)C)=[O:12]. (4) Given the product [I:30][C:10]1[C:9]([O:8][C@H:5]2[CH2:4][CH2:3][C@@H:2]([CH3:1])[CH2:7][CH2:6]2)=[CH:18][CH:17]=[C:16]2[C:11]=1[CH:12]=[CH:13][CH:14]=[C:15]2[C:19]([O:21][CH3:22])=[O:20], predict the reactants needed to synthesize it. The reactants are: [CH3:1][C@@H:2]1[CH2:7][CH2:6][C@H:5]([O:8][C:9]2[CH:10]=[C:11]3[C:16](=[CH:17][CH:18]=2)[C:15]([C:19]([O:21][CH3:22])=[O:20])=[CH:14][CH:13]=[CH:12]3)[CH2:4][CH2:3]1.C1C(=O)N([I:30])C(=O)C1.C(O)(C(F)(F)F)=O. (5) Given the product [Cl:18][C:15]1[CH:16]=[CH:17][C:11]2[O:10][C:9]([N:8]3[C@@H:1]4[C@@H:6]([CH2:5][CH2:4][N:3]([C:41]([C:40]5[CH:44]=[C:36]([F:35])[CH:37]=[CH:38][C:39]=5[N:45]5[N:49]=[CH:48][CH:47]=[N:46]5)=[O:42])[CH2:2]4)[CH2:7]3)=[N:13][C:12]=2[CH:14]=1, predict the reactants needed to synthesize it. The reactants are: [C@@H:1]12[N:8]([C:9]3[O:10][C:11]4[CH:17]=[CH:16][C:15]([Cl:18])=[CH:14][C:12]=4[N:13]=3)[CH2:7][C@@H:6]1[CH2:5][CH2:4][NH:3][CH2:2]2.CC1C=C(C)N=C(N2[C@@H]3[C@@H](CCNC3)C2)N=1.[F:35][C:36]1[CH:37]=[CH:38][C:39]([N:45]2[N:49]=[CH:48][CH:47]=[N:46]2)=[C:40]([CH:44]=1)[C:41](O)=[O:42].S1C=CC=C1C1C=CC=CC=1C(O)=O. (6) The reactants are: [CH3:1][O:2][C:3]1[N:8]=[C:7]2[N:9]([CH2:14][CH2:15][C@H:16]3[CH2:18][O:17]3)[C:10](=[O:13])[CH:11]=[CH:12][C:6]2=[N:5][CH:4]=1.[NH:19]1[CH2:24][CH2:23][CH:22]([NH:25][C:26](=[O:32])[O:27][C:28]([CH3:31])([CH3:30])[CH3:29])[CH2:21][CH2:20]1. Given the product [OH:17][C@@H:16]([CH2:15][CH2:14][N:9]1[C:7]2=[N:8][C:3]([O:2][CH3:1])=[CH:4][N:5]=[C:6]2[CH:12]=[CH:11][C:10]1=[O:13])[CH2:18][N:19]1[CH2:20][CH2:21][CH:22]([NH:25][C:26](=[O:32])[O:27][C:28]([CH3:30])([CH3:29])[CH3:31])[CH2:23][CH2:24]1, predict the reactants needed to synthesize it. (7) The reactants are: [C:1]([C:3]1[CH:8]=[CH:7][CH:6]=[CH:5][C:4]=1[N:9]1[CH2:14][CH2:13][NH:12][CH2:11][CH2:10]1)#[N:2].Br[CH2:16][CH2:17][CH2:18][CH2:19][CH2:20][C:21]([O:23][CH2:24][CH3:25])=[O:22]. Given the product [C:1]([C:3]1[CH:8]=[CH:7][CH:6]=[CH:5][C:4]=1[N:9]1[CH2:14][CH2:13][N:12]([CH2:16][CH2:17][CH2:18][CH2:19][CH2:20][C:21]([O:23][CH2:24][CH3:25])=[O:22])[CH2:11][CH2:10]1)#[N:2], predict the reactants needed to synthesize it. (8) Given the product [CH3:4][CH:3]1[N:5]2[C:14]3[C:9]([CH:8]([CH2:15][OH:16])[CH2:7][CH2:6]2)=[CH:10][CH:11]=[CH:12][C:13]=3[CH2:19][NH:1][CH2:2]1, predict the reactants needed to synthesize it. The reactants are: [NH2:1][CH2:2][CH:3]([N:5]1[C:14]2[C:9](=[CH:10][CH:11]=[CH:12][CH:13]=2)[CH:8]([CH2:15][OH:16])[CH2:7][CH2:6]1)[CH3:4].C=O.[C:19](O)(C(F)(F)F)=O. (9) The reactants are: [N:1]1[C:9]([NH2:10])=[C:8]2[C:4]([N:5]=[CH:6][NH:7]2)=[N:3][CH:2]=1.[C:11](=[O:14])([O-])[O-].[K+].[K+].[CH:17]1([C:20]2[N:24]([C:25]3[CH:31]=[CH:30][C:28]([NH2:29])=[CH:27][CH:26]=3)[N:23]=[C:22]([C:32]([F:35])([F:34])[F:33])[CH:21]=2)[CH2:19][CH2:18]1.O.[CH3:37]N(C=O)C. Given the product [NH2:10][C:9]1[N:1]=[CH:2][N:3]=[C:4]2[C:8]=1[N:7]=[CH:6][N:5]2[CH2:37][C:11]([NH:29][C:28]1[CH:30]=[CH:31][C:25]([N:24]2[C:20]([CH:17]3[CH2:18][CH2:19]3)=[CH:21][C:22]([C:32]([F:35])([F:34])[F:33])=[N:23]2)=[CH:26][CH:27]=1)=[O:14], predict the reactants needed to synthesize it.